Dataset: Reaction yield outcomes from USPTO patents with 853,638 reactions. Task: Predict the reaction yield, written as a fraction of the theoretical maximum amount of product (1.0 means a 100% yield; for example, 0.34 means a 34% yield). (1) The reactants are [CH3:1][C:2](=[CH:4][CH2:5][CH2:6][C@@H:7]([CH3:13])CCCCC)[CH3:3].C[C:15]([CH3:17])=[O:16].[OH:18]S(O)(=O)=O.O=[Cr](=O)=O.O.[O-]S([O-])(=O)=O.[Na+].[Na+]. The catalyst is CC(C)=O. The product is [CH3:1][C@@H:2]([CH2:4][CH2:5][CH2:6][CH2:7][CH3:13])[CH2:3][CH2:17][C:15]([OH:18])=[O:16]. The yield is 0.740. (2) The reactants are Cl[C:2]1[N:11]=[C:10]([N:12]([CH3:14])[CH3:13])[C:9]2[C:4](=[CH:5][CH:6]=[CH:7][CH:8]=2)[N:3]=1.Cl.[NH2:16][C@@H:17]1[CH2:22][CH2:21][C@H:20]([C:23]([NH2:25])=[O:24])[CH2:19][CH2:18]1. The catalyst is N1C=CC=CC=1. The product is [CH3:13][N:12]([CH3:14])[C:10]1[C:9]2[C:4](=[CH:5][CH:6]=[CH:7][CH:8]=2)[N:3]=[C:2]([NH:16][C@@H:17]2[CH2:22][CH2:21][C@H:20]([C:23]([NH2:25])=[O:24])[CH2:19][CH2:18]2)[N:11]=1. The yield is 0.440. (3) The reactants are [C:1]([O:6][CH2:7][CH3:8])(=[O:5])[C:2]([CH3:4])=O.Cl.[CH2:10]([C:12]1[CH:17]=[CH:16][C:15]([NH:18][NH2:19])=[CH:14][CH:13]=1)[CH3:11]. The catalyst is C(O)C. The product is [CH2:10]([C:12]1[CH:17]=[CH:16][C:15]([NH:18][N:19]=[C:2]([CH3:4])[C:1]([O:6][CH2:7][CH3:8])=[O:5])=[CH:14][CH:13]=1)[CH3:11]. The yield is 0.940. (4) The reactants are C([S:8][C:9]1[CH:10]=[C:11]2[C:16](=[CH:17][CH:18]=1)[N:15]([C:19]1[C:24]([O:25][CH3:26])=[CH:23][C:22]([C:27]3[CH:32]=[CH:31][CH:30]=[C:29]([F:33])[CH:28]=3)=[C:21]([Cl:34])[CH:20]=1)[C:14](=[O:35])[CH:13]=[CH:12]2)C1C=CC=CC=1.ClN1C(C)(C)C(=O)N(Cl)C1=[O:39].[F:47][C:48]1[C:53]([F:54])=[C:52]([F:55])[C:51]([F:56])=[C:50]([F:57])[C:49]=1[OH:58].C(N(CC)CC)C.[OH2:66]. The catalyst is C(O)(=O)C.C(Cl)Cl. The product is [Cl:34][C:21]1[CH:20]=[C:19]([N:15]2[C:16]3[C:11](=[CH:10][C:9]([S:8]([O:58][C:49]4[C:48]([F:47])=[C:53]([F:54])[C:52]([F:55])=[C:51]([F:56])[C:50]=4[F:57])(=[O:39])=[O:66])=[CH:18][CH:17]=3)[CH:12]=[CH:13][C:14]2=[O:35])[C:24]([O:25][CH3:26])=[CH:23][C:22]=1[C:27]1[CH:32]=[CH:31][CH:30]=[C:29]([F:33])[CH:28]=1. The yield is 0.481. (5) The reactants are [OH:1][C:2]1[CH:3]=[C:4]2[C:9](=[CH:10][CH:11]=1)[C:8](=[O:12])[CH2:7][CH2:6][CH2:5]2.Cl[C:14]1[CH:19]=[CH:18][CH:17]=[C:16]([C:20]([F:23])([F:22])[F:21])[N:15]=1.C(=O)([O-])[O-].[K+].[K+]. The catalyst is C(#N)C.O. The product is [F:21][C:20]([F:23])([F:22])[C:16]1[N:15]=[C:14]([O:1][C:2]2[CH:3]=[C:4]3[C:9](=[CH:10][CH:11]=2)[C:8](=[O:12])[CH2:7][CH2:6][CH2:5]3)[CH:19]=[CH:18][CH:17]=1. The yield is 0.610. (6) The reactants are [CH2:1]([NH:3][C:4]([C:6]1[CH:10]=[CH:9][NH:8][CH:7]=1)=[O:5])[CH3:2].[H-].[Na+].[C:13]([C:17]1[N:21]([CH2:22][CH:23]2[CH2:28][CH2:27][O:26][CH2:25][CH2:24]2)[C:20]2[CH:29]=[CH:30][C:31]([S:33](Cl)(=[O:35])=[O:34])=[CH:32][C:19]=2[N:18]=1)([CH3:16])([CH3:15])[CH3:14]. The catalyst is C1COCC1. The product is [C:13]([C:17]1[N:21]([CH2:22][CH:23]2[CH2:24][CH2:25][O:26][CH2:27][CH2:28]2)[C:20]2[CH:29]=[CH:30][C:31]([S:33]([N:8]3[CH:9]=[CH:10][C:6]([C:4]([NH:3][CH2:1][CH3:2])=[O:5])=[CH:7]3)(=[O:34])=[O:35])=[CH:32][C:19]=2[N:18]=1)([CH3:16])([CH3:14])[CH3:15]. The yield is 0.530.